Task: Regression/Classification. Given a drug SMILES string, predict its toxicity properties. Task type varies by dataset: regression for continuous values (e.g., LD50, hERG inhibition percentage) or binary classification for toxic/non-toxic outcomes (e.g., AMES mutagenicity, cardiotoxicity, hepatotoxicity). Dataset: ld50_zhu.. Dataset: Acute oral toxicity (LD50) regression data from Zhu et al. (1) The drug is CCS(=O)(=O)Nc1c(C)cc(OC(=O)NC)cc1C. The rat oral LD50 is 2.56, given as -log10 of the dose in mol/kg body weight (higher means more acutely toxic). (2) The compound is CC12NC(=[NH2+])NC13N(CCC3(O)O)C(=[NH2+])NC2COC(N)=O. The rat oral LD50 is 6.21, given as -log10 of the dose in mol/kg body weight (higher means more acutely toxic). (3) The drug is CCP(=O)(OC)Oc1ccc(Cl)cc1. The rat oral LD50 is 3.38, given as -log10 of the dose in mol/kg body weight (higher means more acutely toxic). (4) The compound is CCOC(=O)C1=C(O)c2ccccc2S(=O)(=O)N1C. The rat oral LD50 is 1.77, given as -log10 of the dose in mol/kg body weight (higher means more acutely toxic). (5) The compound is CCN(CC)C(=O)c1ccccc1OCCO. The rat oral LD50 is 2.50, given as -log10 of the dose in mol/kg body weight (higher means more acutely toxic).